From a dataset of Forward reaction prediction with 1.9M reactions from USPTO patents (1976-2016). Predict the product of the given reaction. (1) Given the reactants [N+:1]([C:4]1[CH:12]=[C:8]([C:9]([OH:11])=O)[C:7]([NH2:13])=[CH:6][C:5]=1[OH:14])([O-:3])=[O:2].C([O-])([O-])OC.C([O-])(=O)C.[NH4+:24].[CH3:25]O, predict the reaction product. The product is: [N+:1]([C:4]1[CH:12]=[C:8]2[C:7](=[CH:6][C:5]=1[OH:14])[N:13]=[CH:25][NH:24][C:9]2=[O:11])([O-:3])=[O:2]. (2) Given the reactants [CH:1]1([C:6]2[N:11]=[C:10](O)[C:9]3[CH2:13][CH2:14][CH2:15][C:8]=3[N:7]=2)[CH2:5][CH2:4][CH2:3][CH2:2]1.P(Cl)(Cl)([Cl:18])=O, predict the reaction product. The product is: [Cl:18][C:10]1[C:9]2[CH2:13][CH2:14][CH2:15][C:8]=2[N:7]=[C:6]([CH:1]2[CH2:5][CH2:4][CH2:3][CH2:2]2)[N:11]=1. (3) Given the reactants [CH:1]1([C:4](Cl)=[O:5])[CH2:3][CH2:2]1.[Cl:7][C:8]1[CH:9]=[C:10]([C:14]2[N:15]([CH2:29][CH3:30])[C:16]3[C:21]([N:22]=2)=[C:20]([NH:23][C@H:24]2[CH2:28][CH2:27][NH:26][CH2:25]2)[N:19]=[CH:18][N:17]=3)[CH:11]=[N:12][CH:13]=1.C(N(CC)CC)C, predict the reaction product. The product is: [Cl:7][C:8]1[CH:9]=[C:10]([C:14]2[N:15]([CH2:29][CH3:30])[C:16]3[C:21]([N:22]=2)=[C:20]([NH:23][C@H:24]2[CH2:28][CH2:27][N:26]([C:4]([CH:1]4[CH2:3][CH2:2]4)=[O:5])[CH2:25]2)[N:19]=[CH:18][N:17]=3)[CH:11]=[N:12][CH:13]=1. (4) The product is: [O:1]1[C:5]2[CH:6]=[CH:7][CH:8]=[CH:9][C:4]=2[CH:3]=[C:2]1[C:10]1[CH:15]=[CH:14][CH:13]=[CH:12][C:11]=1[C:16]1[CH:17]=[C:18]([C:22]([N:28]2[CH2:29][CH2:30][CH2:31][N:25]([CH2:32][CH2:33][OH:34])[CH2:26][CH2:27]2)=[O:24])[N:19]([CH3:21])[N:20]=1. Given the reactants [O:1]1[C:5]2[CH:6]=[CH:7][CH:8]=[CH:9][C:4]=2[CH:3]=[C:2]1[C:10]1[CH:15]=[CH:14][CH:13]=[CH:12][C:11]=1[C:16]1[CH:17]=[C:18]([C:22]([OH:24])=O)[N:19]([CH3:21])[N:20]=1.[N:25]1([CH2:32][CH2:33][OH:34])[CH2:31][CH2:30][CH2:29][NH:28][CH2:27][CH2:26]1.C1CCC(N=C=NC2CCCCC2)CC1, predict the reaction product. (5) Given the reactants [NH2:1][C:2]1[N:7]=[C:6]([N:8]2[CH2:20][CH2:19][C:11]3([CH2:15][NH:14][C@H:13]([C:16]([OH:18])=[O:17])[CH2:12]3)[CH2:10][CH2:9]2)[CH:5]=[C:4]([O:21][C@H:22]([C:27]2[CH:32]=[CH:31][C:30]([C:33]3[CH:38]=[CH:37][C:36]([O:39][CH:40]([CH3:42])[CH3:41])=[CH:35][CH:34]=3)=[CH:29][C:28]=2[N:43]2[CH2:48][CH2:47]N[CH2:45][CH2:44]2)[C:23]([F:26])([F:25])[F:24])[N:3]=1.N1(C(OCC2C=CC=CC=2)=[O:56])CCNCC1, predict the reaction product. The product is: [NH2:1][C:2]1[N:7]=[C:6]([N:8]2[CH2:20][CH2:19][C:11]3([CH2:15][NH:14][C@H:13]([C:16]([OH:18])=[O:17])[CH2:12]3)[CH2:10][CH2:9]2)[CH:5]=[C:4]([O:21][C@H:22]([C:27]2[CH:32]=[CH:31][C:30]([C:33]3[CH:34]=[CH:35][C:36]([O:39][CH:40]([CH3:42])[CH3:41])=[CH:37][CH:38]=3)=[CH:29][C:28]=2[N:43]2[CH2:44][CH2:45][O:56][CH2:47][CH2:48]2)[C:23]([F:25])([F:26])[F:24])[N:3]=1. (6) Given the reactants [CH:1]12[CH2:10][CH:5]3[CH2:6][CH:7]([CH2:9][CH:3]([CH2:4]3)[CH:2]1[N:11]1[C:14](=[O:15])[C:13]([CH3:17])([CH3:16])[NH:12]1)[CH2:8]2.[F:18][C:19]1[C:26]([F:27])=[CH:25][CH:24]=[CH:23][C:20]=1[CH2:21]Br, predict the reaction product. The product is: [F:18][C:19]1[C:26]([F:27])=[CH:25][CH:24]=[CH:23][C:20]=1[CH2:21][N:12]1[C:13]([CH3:17])([CH3:16])[C:14](=[O:15])[N:11]1[CH:2]1[CH:3]2[CH2:4][CH:5]3[CH2:6][CH:7]([CH2:8][CH:1]1[CH2:10]3)[CH2:9]2.